This data is from Catalyst prediction with 721,799 reactions and 888 catalyst types from USPTO. The task is: Predict which catalyst facilitates the given reaction. (1) Reactant: [C:1]([C:3]1[CH:8]=[CH:7][C:6]([C:9]([CH:21]2[CH2:25][CH2:24][CH2:23][CH2:22]2)([CH3:20])[C:10]([O:12][CH:13]2[CH2:18][CH2:17][N:16]([CH3:19])[CH2:15][CH2:14]2)=[O:11])=[CH:5][CH:4]=1)#[N:2].[I:26][CH3:27]. Product: [I-:26].[C:1]([C:3]1[CH:8]=[CH:7][C:6]([C:9]([CH:21]2[CH2:22][CH2:23][CH2:24][CH2:25]2)([CH3:20])[C:10]([O:12][CH:13]2[CH2:18][CH2:17][N+:16]([CH3:27])([CH3:19])[CH2:15][CH2:14]2)=[O:11])=[CH:5][CH:4]=1)#[N:2]. The catalyst class is: 27. (2) Reactant: C1C(=O)N([Br:8])C(=O)C1.[Cl:9][C:10]1[CH:18]=[CH:17][C:13]([C:14]([OH:16])=[O:15])=[CH:12][C:11]=1[C:19]1[CH:20]=[C:21]2[CH:27]=[C:26]([C:28]3[CH:33]=[CH:32][C:31]([F:34])=[CH:30][CH:29]=3)[O:25][C:22]2=[N:23][CH:24]=1. Product: [Br:8][C:27]1[C:21]2[C:22](=[N:23][CH:24]=[C:19]([C:11]3[CH:12]=[C:13]([CH:17]=[CH:18][C:10]=3[Cl:9])[C:14]([OH:16])=[O:15])[CH:20]=2)[O:25][C:26]=1[C:28]1[CH:33]=[CH:32][C:31]([F:34])=[CH:30][CH:29]=1. The catalyst class is: 49.